Dataset: Forward reaction prediction with 1.9M reactions from USPTO patents (1976-2016). Task: Predict the product of the given reaction. (1) The product is: [Cl:1][C:2]1[C:3]([C:16]2[CH:17]=[N:18][CH:19]=[CH:20][CH:21]=2)=[N:4][C:5]([NH:8][C@@H:9]2[CH2:14][CH2:13][CH2:12][C@H:11]([NH:15][C:35]([C:34]3[CH:33]=[CH:32][C:31]([NH:30][C:28](=[O:29])[O:27][C:23]([CH3:25])([CH3:24])[CH3:26])=[CH:39][CH:38]=3)=[O:36])[CH2:10]2)=[N:6][CH:7]=1. Given the reactants [Cl:1][C:2]1[C:3]([C:16]2[CH:17]=[N:18][CH:19]=[CH:20][CH:21]=2)=[N:4][C:5]([NH:8][C@@H:9]2[CH2:14][CH2:13][CH2:12][C@H:11]([NH2:15])[CH2:10]2)=[N:6][CH:7]=1.Cl.[C:23]([O:27][C:28]([NH:30][C:31]1[CH:39]=[CH:38][C:34]([C:35](O)=[O:36])=[CH:33][CH:32]=1)=[O:29])([CH3:26])([CH3:25])[CH3:24].CN(C(ON1N=NC2C=CC=CC1=2)=[N+](C)C)C.F[P-](F)(F)(F)(F)F.CCN(C(C)C)C(C)C, predict the reaction product. (2) The product is: [CH3:1][O:2][C:3]1[CH:4]=[C:5]([CH:31]=[CH:32][C:33]=1[O:34][CH3:35])[CH2:6][CH:7]1[C:16]2[C:11](=[CH:12][C:13]([O:19][CH2:38][CH:37]=[CH2:36])=[C:14]([O:17][CH3:18])[CH:15]=2)[CH2:10][CH2:9][N:8]1[CH2:20][C:21]([NH:23][CH2:24][C:25]1[CH:30]=[CH:29][CH:28]=[CH:27][CH:26]=1)=[O:22]. Given the reactants [CH3:1][O:2][C:3]1[CH:4]=[C:5]([CH:31]=[CH:32][C:33]=1[O:34][CH3:35])[CH2:6][CH:7]1[C:16]2[C:11](=[CH:12][C:13]([OH:19])=[C:14]([O:17][CH3:18])[CH:15]=2)[CH2:10][CH2:9][N:8]1[CH2:20][C:21]([NH:23][CH2:24][C:25]1[CH:30]=[CH:29][CH:28]=[CH:27][CH:26]=1)=[O:22].[CH2:36](Br)[CH:37]=[CH2:38], predict the reaction product.